Dataset: Forward reaction prediction with 1.9M reactions from USPTO patents (1976-2016). Task: Predict the product of the given reaction. (1) Given the reactants [CH2:1]([N:8]1[C:16]2[C:11](=[CH:12][C:13]([N+:18]([O-])=O)=[CH:14][C:15]=2[CH3:17])[CH:10]=[CH:9]1)[C:2]1[CH:7]=[CH:6][CH:5]=[CH:4][CH:3]=1.[Cl-].[NH4+].C(O)C, predict the reaction product. The product is: [CH2:1]([N:8]1[C:16]2[C:11](=[CH:12][C:13]([NH2:18])=[CH:14][C:15]=2[CH3:17])[CH:10]=[CH:9]1)[C:2]1[CH:3]=[CH:4][CH:5]=[CH:6][CH:7]=1. (2) Given the reactants Cl.[N:2]1[CH:7]=[CH:6][CH:5]=[C:4]([CH2:8][C:9]([OH:11])=O)[CH:3]=1.CCN(CC)CC.[NH2:19][C:20]1[S:21][C:22]([N+:25]([O-:27])=[O:26])=[CH:23][N:24]=1, predict the reaction product. The product is: [N+:25]([C:22]1[S:21][C:20]([NH:19][C:9](=[O:11])[CH2:8][C:4]2[CH:3]=[N:2][CH:7]=[CH:6][CH:5]=2)=[N:24][CH:23]=1)([O-:27])=[O:26].